This data is from Forward reaction prediction with 1.9M reactions from USPTO patents (1976-2016). The task is: Predict the product of the given reaction. (1) Given the reactants [CH:1]1[C:6](/[CH:7]=[CH:8]/[C:9](O)=[O:10])=[CH:5][CH:4]=[C:3]([OH:12])[CH:2]=1.C1C=CC2N(O)[N:20]=[N:19]C=2C=1.CCN=C=NCCCN(C)C.Cl.NN.C1CCCCC=1, predict the reaction product. The product is: [OH:12][C:3]1[CH:4]=[CH:5][C:6](/[CH:7]=[CH:8]/[C:9]([NH:19][NH2:20])=[O:10])=[CH:1][CH:2]=1. (2) Given the reactants [CH3:1][NH:2][CH:3]1[CH2:8][CH2:7][N:6]([CH2:9][C:10]2[CH:15]=[CH:14][CH:13]=[CH:12][CH:11]=2)[CH2:5][CH2:4]1.Br[N:17]1C=[CH:21][CH:20]=[CH:19][CH2:18]1.[CH3:23]C(C)([O-])C.[Na+].C1(P(C2C=CC=CC=2)CCCP(C2C=CC=CC=2)C2C=CC=CC=2)C=CC=CC=1.BrC1C=CC=CN=1.C1(P(C(P(C2C=CC=CC=2)C2C=CC=CC=2)(C)C)C2C=CC=CC=2)C=CC=CC=1, predict the reaction product. The product is: [NH3:2].[CH2:9]([N:6]1[CH2:5][CH2:4][CH:3]([N:2]([CH3:23])[C:1]2[CH:21]=[CH:20][CH:19]=[CH:18][N:17]=2)[CH2:8][CH2:7]1)[C:10]1[CH:15]=[CH:14][CH:13]=[CH:12][CH:11]=1. (3) Given the reactants [CH3:1][C:2]1[CH:7]=[CH:6][CH:5]=[CH:4][C:3]=1[S:8][CH2:9][C:10]([F:13])([F:12])[F:11].C1C(=O)N([Br:21])C(=O)C1.CC(N=NC(C#N)(C)C)(C#N)C, predict the reaction product. The product is: [Br:21][CH2:1][C:2]1[CH:7]=[CH:6][CH:5]=[CH:4][C:3]=1[S:8][CH2:9][C:10]([F:11])([F:13])[F:12]. (4) Given the reactants [CH:1]([N:4]1[C:9]([CH3:10])=[CH:8][C:7](=[O:11])[C:6]([C:12]([OH:14])=[O:13])=[CH:5]1)([CH3:3])[CH3:2].[Br:15]Br.ClCCl, predict the reaction product. The product is: [Br:15][C:8]1[C:7](=[O:11])[C:6]([C:12]([OH:14])=[O:13])=[CH:5][N:4]([CH:1]([CH3:3])[CH3:2])[C:9]=1[CH3:10].